From a dataset of Full USPTO retrosynthesis dataset with 1.9M reactions from patents (1976-2016). Predict the reactants needed to synthesize the given product. (1) The reactants are: [NH2:1][CH2:2][C@@H:3]([C:22]([OH:24])=[O:23])[NH:4][C:5]([O:7][CH2:8][CH:9]1[C:21]2[CH:20]=[CH:19][CH:18]=[CH:17][C:16]=2[C:15]2[C:10]1=[CH:11][CH:12]=[CH:13][CH:14]=2)=[O:6].[S:25]1[CH:29]=[CH:28][CH:27]=[C:26]1[C:30](O)=[O:31].C1C=NC2N(O)N=NC=2C=1.C(N=C=NC(C)C)(C)C. Given the product [CH:11]1[C:10]2[CH:9]([CH2:8][O:7][C:5]([NH:4][C@H:3]([C:22]([OH:24])=[O:23])[CH2:2][NH:1][C:30]([C:26]3[S:25][CH:29]=[CH:28][CH:27]=3)=[O:31])=[O:6])[C:21]3[C:16](=[CH:17][CH:18]=[CH:19][CH:20]=3)[C:15]=2[CH:14]=[CH:13][CH:12]=1, predict the reactants needed to synthesize it. (2) The reactants are: [NH2:1][C:2]1[C:7]([C:8]#[N:9])=[C:6](Br)[N:5]=[C:4]([NH2:11])[CH:3]=1.[C:12]1(B(O)O)[CH:17]=[CH:16][CH:15]=[CH:14][CH:13]=1.C1(C)C=CC=CC=1P(C1C=CC=CC=1C)C1C=CC=CC=1C.C(=O)([O-])[O-].[Na+].[Na+]. Given the product [NH2:1][C:2]1[C:7]([C:8]#[N:9])=[C:6]([C:12]2[CH:17]=[CH:16][CH:15]=[CH:14][CH:13]=2)[N:5]=[C:4]([NH2:11])[CH:3]=1, predict the reactants needed to synthesize it. (3) Given the product [CH3:23][O:22][C:20]([C:19]1[CH:24]=[CH:25][CH:26]=[CH:27][C:18]=1[N:1]1[CH2:16][CH2:15][CH2:14][CH:3]([C:4]([O:6][CH2:7][C:8]2[CH:13]=[CH:12][CH:11]=[CH:10][CH:9]=2)=[O:5])[CH2:2]1)=[O:21], predict the reactants needed to synthesize it. The reactants are: [NH:1]1[CH2:16][CH2:15][CH2:14][CH:3]([C:4]([O:6][CH2:7][C:8]2[CH:13]=[CH:12][CH:11]=[CH:10][CH:9]=2)=[O:5])[CH2:2]1.F[C:18]1[CH:27]=[CH:26][CH:25]=[CH:24][C:19]=1[C:20]([O:22][CH3:23])=[O:21]. (4) Given the product [CH:30]1([C@H:12]2[C@H:11]([CH3:33])[C@@H:10]([NH:9][C:2]3[CH:7]=[CH:6][CH:5]=[C:4]([CH3:8])[N:3]=3)[C:19]3[C:14](=[CH:15][CH:16]=[C:17]([O:20][CH:21]4[CH2:22][CH2:23][O:24][CH2:25][CH2:26]4)[CH:18]=3)[N:13]2[C:27](=[O:29])[CH3:28])[CH2:31][CH2:32]1, predict the reactants needed to synthesize it. The reactants are: Br[C:2]1[CH:7]=[CH:6][CH:5]=[C:4]([CH3:8])[N:3]=1.[NH2:9][C@H:10]1[C:19]2[C:14](=[CH:15][CH:16]=[C:17]([O:20][CH:21]3[CH2:26][CH2:25][O:24][CH2:23][CH2:22]3)[CH:18]=2)[N:13]([C:27](=[O:29])[CH3:28])[C@@H:12]([CH:30]2[CH2:32][CH2:31]2)[C@@H:11]1[CH3:33].CN(C1C(C2C(P(C3CCCCC3)C3CCCCC3)=CC=CC=2)=CC=CC=1)C.CC(C)([O-])C.[Na+]. (5) Given the product [CH3:34][C:29]1[C:28]([O:27][C:4]2[C:5]([NH:8][C:9]3[S:13][N:12]=[C:11]([CH:14]4[CH2:20][CH:19]5[N:21]([C:22]([O:24][CH2:25][CH3:26])=[O:23])[CH:16]([CH2:17][CH2:18]5)[CH2:15]4)[N:10]=3)=[N:6][CH:7]=[C:2]([S:48][C:43]3[CH:44]=[CH:45][CH:46]=[CH:47][N:42]=3)[CH:3]=2)=[CH:33][CH:32]=[CH:31][N:30]=1, predict the reactants needed to synthesize it. The reactants are: Br[C:2]1[CH:3]=[C:4]([O:27][C:28]2[C:29]([CH3:34])=[N:30][CH:31]=[CH:32][CH:33]=2)[C:5]([NH:8][C:9]2[S:13][N:12]=[C:11]([CH:14]3[CH2:20][CH:19]4[N:21]([C:22]([O:24][CH2:25][CH3:26])=[O:23])[CH:16]([CH2:17][CH2:18]4)[CH2:15]3)[N:10]=2)=[N:6][CH:7]=1.C[Li].C([Li])CCC.[N:42]1[CH:47]=[CH:46][CH:45]=[CH:44][C:43]=1[S:48][S:48][C:43]1[CH:44]=[CH:45][CH:46]=[CH:47][N:42]=1. (6) Given the product [F:9][CH2:8][CH2:7][N:23]1[CH2:24][CH2:25][CH2:26][C@@H:22]1[CH2:21][NH:20][C:18](=[O:19])[CH2:17][C:14]1[CH:13]=[CH:12][C:11]([I:10])=[CH:16][CH:15]=1, predict the reactants needed to synthesize it. The reactants are: C([O-])(O)=O.[Na+].I[CH2:7][CH2:8][F:9].[I:10][C:11]1[CH:16]=[CH:15][C:14]([CH2:17][C:18]([NH:20][CH2:21][C@H:22]2[CH2:26][CH2:25][CH2:24][NH:23]2)=[O:19])=[CH:13][CH:12]=1. (7) Given the product [F:1][C:2]1[CH:3]=[C:4]([CH:8]=[C:9]([NH2:11])[CH:10]=1)[C:5]([OH:7])=[O:6], predict the reactants needed to synthesize it. The reactants are: [F:1][C:2]1[CH:3]=[C:4]([CH:8]=[C:9]([N+:11]([O-])=O)[CH:10]=1)[C:5]([OH:7])=[O:6]. (8) Given the product [CH2:4]1[C:5]2[C:10](=[CH:9][CH:8]=[CH:7][CH:6]=2)[CH2:11][CH:3]1[NH:2][S:26]([CH:23]([CH3:25])[CH3:24])(=[O:28])=[O:27], predict the reactants needed to synthesize it. The reactants are: Cl.[NH2:2][CH:3]1[CH2:11][C:10]2[C:5](=[CH:6][CH:7]=[CH:8][CH:9]=2)[CH2:4]1.N12CCCN=C1CCCCC2.[CH:23]([S:26](Cl)(=[O:28])=[O:27])([CH3:25])[CH3:24].